From a dataset of Full USPTO retrosynthesis dataset with 1.9M reactions from patents (1976-2016). Predict the reactants needed to synthesize the given product. (1) Given the product [N+:22](=[C:21]1[C:20](=[O:24])[C:19]2[C:14](=[CH:15][CH:16]=[C:17]([O:25][CH3:26])[CH:18]=2)[O:13][C:12]1([CH2:11][CH2:10][CH2:9][OH:8])[CH3:27])=[N-:23], predict the reactants needed to synthesize it. The reactants are: [Si]([O:8][CH2:9][CH2:10][CH2:11][C:12]1([CH3:27])[C:21](=[N+:22]=[N-:23])[C:20](=[O:24])[C:19]2[C:14](=[CH:15][CH:16]=[C:17]([O:25][CH3:26])[CH:18]=2)[O:13]1)(C(C)(C)C)(C)C.C1COCC1.CCCC[N+](CCCC)(CCCC)CCCC.[F-].CCOC(C)=O. (2) Given the product [P:1]([S:40][C:39]1[N:35]([CH2:34][C@@:25]2([C:27]3[CH:32]=[CH:31][CH:30]=[C:29]([F:33])[CH:28]=3)[C@@H:24]([C:19]3[CH:20]=[CH:21][CH:22]=[CH:23][C:18]=3[Cl:17])[O:26]2)[N:36]=[CH:37][N:38]=1)(=[S:2])([O:6][CH2:7][CH3:8])[O:3][CH2:4][CH3:5], predict the reactants needed to synthesize it. The reactants are: [P:1](Cl)([O:6][CH2:7][CH3:8])([O:3][CH2:4][CH3:5])=[S:2].C(N(CC)CC)C.[Cl:17][C:18]1[CH:23]=[CH:22][CH:21]=[CH:20][C:19]=1[C@H:24]1[O:26][C@:25]1([CH2:34][N:35]1[C:39](=[S:40])[NH:38][CH:37]=[N:36]1)[C:27]1[CH:32]=[CH:31][CH:30]=[C:29]([F:33])[CH:28]=1.[Cl-].[Na+]. (3) Given the product [Cl:1][C:2]1[CH:3]=[C:4]([C:8]2[N:39]([C:41]3[CH:46]=[CH:45][CH:44]=[CH:43][CH:42]=3)[C:33]3[C:34]([C:9]=2[CH2:10][CH2:11][CH2:12][N:13]2[CH2:18][CH2:17][CH:16]([C:19]4[CH:20]=[C:21]([NH:25][C:26](=[O:30])[CH:27]([CH3:29])[CH3:28])[CH:22]=[CH:23][CH:24]=4)[CH2:15][CH2:14]2)=[CH:35][CH:36]=[CH:37][CH:38]=3)[CH:5]=[CH:6][CH:7]=1, predict the reactants needed to synthesize it. The reactants are: [Cl:1][C:2]1[CH:3]=[C:4]([C:8](=O)[CH2:9][CH2:10][CH2:11][CH2:12][N:13]2[CH2:18][CH2:17][CH:16]([C:19]3[CH:20]=[C:21]([NH:25][C:26](=[O:30])[CH:27]([CH3:29])[CH3:28])[CH:22]=[CH:23][CH:24]=3)[CH2:15][CH2:14]2)[CH:5]=[CH:6][CH:7]=1.Cl.[C:33]1([N:39]([C:41]2[CH:46]=[CH:45][CH:44]=[CH:43][CH:42]=2)N)[CH:38]=[CH:37][CH:36]=[CH:35][CH:34]=1. (4) Given the product [CH3:13][C:7]1[C:6]([Br:5])=[CH:11][C:10]([C:16]#[N:17])=[C:9]([OH:12])[CH:8]=1, predict the reactants needed to synthesize it. The reactants are: B(Cl)(Cl)Cl.[Br:5][C:6]1[CH:11]=[CH:10][C:9]([OH:12])=[CH:8][C:7]=1[CH3:13].CS[C:16]#[N:17].[Al+3].[Cl-].[Cl-].[Cl-]. (5) Given the product [BrH:10].[NH2:7][CH2:6][C:5]1[CH:8]=[CH:9][C:2]([OH:1])=[C:3]([Br:10])[CH:4]=1, predict the reactants needed to synthesize it. The reactants are: [OH:1][C:2]1[CH:9]=[CH:8][C:5]([CH2:6][NH2:7])=[CH:4][CH:3]=1.[BrH:10].BrBr. (6) Given the product [CH:21]([C:3]1[CH:8]=[C:7]([C:9]([F:12])([F:11])[F:10])[CH:6]=[CH:5][C:4]=1[C:13]1[O:14][CH2:15][C:16]([CH3:19])([CH3:18])[N:17]=1)([CH3:25])[CH3:22], predict the reactants needed to synthesize it. The reactants are: CO[C:3]1[CH:8]=[C:7]([C:9]([F:12])([F:11])[F:10])[CH:6]=[CH:5][C:4]=1[C:13]1[O:14][CH2:15][C:16]([CH3:19])([CH3:18])[N:17]=1.[Br-].[CH2:21]1[CH2:25]OC[CH2:22]1. (7) Given the product [CH3:17][P:18](=[O:20])([CH3:19])[C:2]1[CH:7]=[CH:6][C:5]([N+:8]([O-:10])=[O:9])=[C:4]([S:11]([CH:14]([CH3:16])[CH3:15])(=[O:13])=[O:12])[CH:3]=1, predict the reactants needed to synthesize it. The reactants are: Br[C:2]1[CH:7]=[CH:6][C:5]([N+:8]([O-:10])=[O:9])=[C:4]([S:11]([CH:14]([CH3:16])[CH3:15])(=[O:13])=[O:12])[CH:3]=1.[CH3:17][PH:18](=[O:20])[CH3:19].P([O-])([O-])([O-])=O.[K+].[K+].[K+].CC1(C)C2C(=C(P(C3C=CC=CC=3)C3C=CC=CC=3)C=CC=2)OC2C(P(C3C=CC=CC=3)C3C=CC=CC=3)=CC=CC1=2. (8) Given the product [NH:12]1[C:11]([NH:10][C:2]2[N:3]=[N:4][C:5]([NH:10][C:11]3[NH:15][N:14]=[N:13][N:12]=3)=[N:6][N:7]=2)=[N:15][N:14]=[N:13]1, predict the reactants needed to synthesize it. The reactants are: Cl[C:2]1[N:3]=[N:4][C:5](Cl)=[N:6][N:7]=1.[Na].[NH2:10][C:11]1[NH:15][N:14]=[N:13][N:12]=1. (9) Given the product [CH2:11]([O:1][C:2]1[CH:3]=[CH:4][C:5]([CH3:8])=[N:6][CH:7]=1)[C:12]1[CH:17]=[CH:16][CH:15]=[CH:14][CH:13]=1, predict the reactants needed to synthesize it. The reactants are: [OH:1][C:2]1[CH:3]=[CH:4][C:5]([CH3:8])=[N:6][CH:7]=1.[OH-].[Na+].[CH2:11](Br)[C:12]1[CH:17]=[CH:16][CH:15]=[CH:14][CH:13]=1. (10) Given the product [NH:8]1[C:16]2[C:11](=[CH:12][C:13]([C:17]([C:19]3([CH2:31][CH2:32][CH3:33])[CH2:23][CH2:22][CH2:21][NH:20]3)=[O:18])=[CH:14][CH:15]=2)[CH:10]=[CH:9]1, predict the reactants needed to synthesize it. The reactants are: C(OC([N:8]1[C:16]2[C:11](=[CH:12][C:13]([C:17]([C:19]3([CH2:31][CH2:32][CH3:33])[CH2:23][CH2:22][CH2:21][N:20]3C(OC(C)(C)C)=O)=[O:18])=[CH:14][CH:15]=2)[CH:10]=[CH:9]1)=O)(C)(C)C.C(O)(C(F)(F)F)=O.